Predict the reaction yield, written as a fraction of the theoretical maximum amount of product (1.0 means a 100% yield; for example, 0.34 means a 34% yield). From a dataset of Reaction yield outcomes from USPTO patents with 853,638 reactions. (1) The reactants are [CH3:1][NH:2][C:3]1[C:11]2[C:6](=[N:7][CH:8]=[CH:9][N:10]=2)[S:5][C:4]=1[C:12]([OH:14])=O.CN(C(ON1N=NC2C=CC=NC1=2)=[N+](C)C)C.F[P-](F)(F)(F)(F)F.CCN(C(C)C)C(C)C.Cl.[NH2:49][C:50]1[CH:51]=[C:52]([NH:57][C:58](=[O:70])[C:59]2[CH:64]=[CH:63][CH:62]=[C:61]([C:65]([C:68]#[N:69])([CH3:67])[CH3:66])[CH:60]=2)[CH:53]=[CH:54][C:55]=1[CH3:56]. The catalyst is CN(C=O)C. The product is [C:68]([C:65]([C:61]1[CH:60]=[C:59]([CH:64]=[CH:63][CH:62]=1)[C:58]([NH:57][C:52]1[CH:53]=[CH:54][C:55]([CH3:56])=[C:50]([NH:49][C:12]([C:4]2[S:5][C:6]3=[N:7][CH:8]=[CH:9][N:10]=[C:11]3[C:3]=2[NH:2][CH3:1])=[O:14])[CH:51]=1)=[O:70])([CH3:67])[CH3:66])#[N:69]. The yield is 0.556. (2) The reactants are [BH4-].[Na+].Cl[S:4]([C:7]1[C:8]([F:17])=[CH:9][C:10]([F:16])=[C:11]([CH:15]=1)[C:12]([OH:14])=[O:13])(=[O:6])=[O:5].C1C[O:21]CC1. No catalyst specified. The product is [F:16][C:10]1[CH:9]=[C:8]([F:17])[C:7]([S:4]([OH:21])(=[O:6])=[O:5])=[CH:15][C:11]=1[C:12]([OH:14])=[O:13]. The yield is 1.00. (3) The reactants are [Cl-].[Al+3].[Cl-].[Cl-].ClC1C=CC=CC=1.[CH:12]([S:14]([CH:17]=[CH2:18])(=[O:16])=[O:15])=[CH2:13].[F:19][C:20]1[CH:26]=[CH:25][CH:24]=[C:23]([F:27])[C:21]=1[NH2:22]. The catalyst is C(OCC)(=O)C. The product is [F:19][C:20]1[CH:26]=[CH:25][CH:24]=[C:23]([F:27])[C:21]=1[N:22]1[CH2:18][CH2:17][S:14](=[O:16])(=[O:15])[CH2:12][CH2:13]1. The yield is 0.550. (4) The catalyst is CO. The reactants are O1CCCC1.[CH3:6][C:7]([C:14]1[CH:19]=[CH:18][C:17]([N+:20]([O-:22])=[O:21])=[CH:16][CH:15]=1)([CH3:13])[C:8]([O:10]CC)=[O:9].[OH-].[Na+].Cl. The yield is 0.950. The product is [CH3:13][C:7]([C:14]1[CH:19]=[CH:18][C:17]([N+:20]([O-:22])=[O:21])=[CH:16][CH:15]=1)([CH3:6])[C:8]([OH:10])=[O:9]. (5) The reactants are [CH:1]([C@H:4]1[C@@H:8]2[C@@H:9]3[C@@:22]([CH3:25])([CH2:23][CH2:24][C@@:7]2([C:38]([O:40][CH2:41][C:42]2[CH:47]=[CH:46][CH:45]=[CH:44][CH:43]=2)=[O:39])[CH2:6][CH2:5]1)[C@@:21]1([CH3:26])[C@@H:12]([C@:13]2([CH3:37])[C@@H:18]([CH2:19][CH2:20]1)[C:17]([CH3:28])([CH3:27])[C:16](OS(C(F)(F)F)(=O)=O)=[CH:15][CH2:14]2)[CH2:11][CH2:10]3)([CH3:3])[CH3:2].[CH3:48][O:49][C:50]([C:52]1[CH:57]=[CH:56][C:55](B(O)O)=[CH:54][CH:53]=1)=[O:51].C(=O)([O-])[O-].[Na+].[Na+]. The catalyst is O1CCOCC1.O.C1C=CC([P]([Pd]([P](C2C=CC=CC=2)(C2C=CC=CC=2)C2C=CC=CC=2)([P](C2C=CC=CC=2)(C2C=CC=CC=2)C2C=CC=CC=2)[P](C2C=CC=CC=2)(C2C=CC=CC=2)C2C=CC=CC=2)(C2C=CC=CC=2)C2C=CC=CC=2)=CC=1. The product is [CH:1]([C@H:4]1[C@@H:8]2[C@@H:9]3[C@@:22]([CH3:25])([CH2:23][CH2:24][C@@:7]2([C:38]([O:40][CH2:41][C:42]2[CH:43]=[CH:44][CH:45]=[CH:46][CH:47]=2)=[O:39])[CH2:6][CH2:5]1)[C@@:21]1([CH3:26])[C@@H:12]([C@:13]2([CH3:37])[C@@H:18]([CH2:19][CH2:20]1)[C:17]([CH3:27])([CH3:28])[C:16]([C:55]1[CH:56]=[CH:57][C:52]([C:50]([O:49][CH3:48])=[O:51])=[CH:53][CH:54]=1)=[CH:15][CH2:14]2)[CH2:11][CH2:10]3)([CH3:3])[CH3:2]. The yield is 0.890.